Dataset: NCI-60 drug combinations with 297,098 pairs across 59 cell lines. Task: Regression. Given two drug SMILES strings and cell line genomic features, predict the synergy score measuring deviation from expected non-interaction effect. (1) Drug 2: CC(C)NC(=O)C1=CC=C(C=C1)CNNC.Cl. Drug 1: C1=NC2=C(N=C(N=C2N1C3C(C(C(O3)CO)O)O)F)N. Cell line: SK-MEL-5. Synergy scores: CSS=0.545, Synergy_ZIP=4.39, Synergy_Bliss=-2.33, Synergy_Loewe=-1.53, Synergy_HSA=-2.74. (2) Drug 1: CC1C(C(CC(O1)OC2CC(OC(C2O)C)OC3=CC4=CC5=C(C(=O)C(C(C5)C(C(=O)C(C(C)O)O)OC)OC6CC(C(C(O6)C)O)OC7CC(C(C(O7)C)O)OC8CC(C(C(O8)C)O)(C)O)C(=C4C(=C3C)O)O)O)O. Drug 2: C(CCl)NC(=O)N(CCCl)N=O. Cell line: 786-0. Synergy scores: CSS=20.4, Synergy_ZIP=-4.95, Synergy_Bliss=-5.41, Synergy_Loewe=-32.3, Synergy_HSA=-2.99. (3) Drug 1: CC1=C2C(C(=O)C3(C(CC4C(C3C(C(C2(C)C)(CC1OC(=O)C(C(C5=CC=CC=C5)NC(=O)OC(C)(C)C)O)O)OC(=O)C6=CC=CC=C6)(CO4)OC(=O)C)OC)C)OC. Drug 2: CC1=C2C(C(=O)C3(C(CC4C(C3C(C(C2(C)C)(CC1OC(=O)C(C(C5=CC=CC=C5)NC(=O)C6=CC=CC=C6)O)O)OC(=O)C7=CC=CC=C7)(CO4)OC(=O)C)O)C)OC(=O)C. Cell line: OVCAR3. Synergy scores: CSS=67.4, Synergy_ZIP=3.04, Synergy_Bliss=0.765, Synergy_Loewe=-1.25, Synergy_HSA=4.72. (4) Drug 1: C1=NC(=NC(=O)N1C2C(C(C(O2)CO)O)O)N. Drug 2: CS(=O)(=O)OCCCCOS(=O)(=O)C. Cell line: NCI-H322M. Synergy scores: CSS=29.4, Synergy_ZIP=-7.08, Synergy_Bliss=-0.127, Synergy_Loewe=-26.0, Synergy_HSA=-0.727. (5) Drug 1: C1=C(C(=O)NC(=O)N1)N(CCCl)CCCl. Drug 2: CN(C(=O)NC(C=O)C(C(C(CO)O)O)O)N=O. Cell line: SK-MEL-2. Synergy scores: CSS=10.2, Synergy_ZIP=-5.25, Synergy_Bliss=-8.36, Synergy_Loewe=-12.2, Synergy_HSA=-8.69.